This data is from Human liver microsome stability data. The task is: Regression/Classification. Given a drug SMILES string, predict its absorption, distribution, metabolism, or excretion properties. Task type varies by dataset: regression for continuous measurements (e.g., permeability, clearance, half-life) or binary classification for categorical outcomes (e.g., BBB penetration, CYP inhibition). Dataset: hlm. (1) The drug is COc1cc2c(O)c3ccc(Oc4ccc(OC(F)(F)F)cc4)cc3nc2cc1Cl. The result is 0 (unstable in human liver microsomes). (2) The compound is CC(C)(C)c1cc(NC(=O)[C@@H]2CCCCN2C(=O)N2CCSCC2)no1. The result is 1 (stable in human liver microsomes). (3) The compound is CCN(CC(C)C)c1ccc(CCNC(=O)c2ccc(O)cc2)cc1. The result is 1 (stable in human liver microsomes). (4) The compound is O=C(N[C@H](Cc1c[nH]c2ccccc12)C(=O)Nc1ccncc1)c1ccc(-c2cccc(C(F)(F)F)c2)cc1F. The result is 0 (unstable in human liver microsomes).